This data is from Forward reaction prediction with 1.9M reactions from USPTO patents (1976-2016). The task is: Predict the product of the given reaction. Given the reactants NC1(C2C=CC(C3C(C4C=CC=CC=4)=CC4N(C(=O)C)CC[O:17]C=4N=3)=CC=2)CCC1.N1C=CN=C1CCN1C(=O)COC2N=C(C3C=CC(C4(N)CCC4)=CC=3)C(C3C=CC=CC=3)=CC1=2.C(OC(=O)[NH:72][C:73]1([C:77]2[CH:82]=[CH:81][C:80]([C:83]3[C:84]([C:96]4[CH:101]=[CH:100][CH:99]=[CH:98][CH:97]=4)=[CH:85][C:86]4[N:91]([CH2:92][C:93]#[N:94])[CH2:90][CH2:89][O:88][C:87]=4[N:95]=3)=[CH:79][CH:78]=2)[CH2:76][CH2:75][CH2:74]1)(C)(C)C, predict the reaction product. The product is: [NH2:72][C:73]1([C:77]2[CH:78]=[CH:79][C:80]([C:83]3[C:84]([C:96]4[CH:101]=[CH:100][CH:99]=[CH:98][CH:97]=4)=[CH:85][C:86]4[N:91]([CH2:92][C:93]([NH2:94])=[O:17])[CH2:90][CH2:89][O:88][C:87]=4[N:95]=3)=[CH:81][CH:82]=2)[CH2:76][CH2:75][CH2:74]1.